The task is: Predict the reaction yield, written as a fraction of the theoretical maximum amount of product (1.0 means a 100% yield; for example, 0.34 means a 34% yield).. This data is from Reaction yield outcomes from USPTO patents with 853,638 reactions. (1) The reactants are [CH3:1][CH:2]1[CH2:7][N:6]([CH:8]2[CH2:11][O:10][CH2:9]2)[CH:5]([CH3:12])[CH2:4][N:3]1[C:13]1[CH:14]=[CH:15][C:16]([NH:19][C:20]2[C:25](=[O:26])[N:24]([CH3:27])[CH:23]=[C:22]([C:28]3[CH:33]=[CH:32][N:31]=[C:30]([N:34]4[C:46](=[O:47])[C:45]5[S:44][C:43]6[CH2:42][CH2:41][CH2:40][CH2:39][C:38]=6[C:37]=5[CH:36]=[N:35]4)[C:29]=3[CH:48]=[O:49])[CH:21]=2)=[N:17][CH:18]=1.[BH4-].[Na+]. The catalyst is CO. The product is [CH3:1][C@H:2]1[CH2:7][N:6]([CH:8]2[CH2:9][O:10][CH2:11]2)[C@H:5]([CH3:12])[CH2:4][N:3]1[C:13]1[CH:14]=[CH:15][C:16]([NH:19][C:20]2[C:25](=[O:26])[N:24]([CH3:27])[CH:23]=[C:22]([C:28]3[CH:33]=[CH:32][N:31]=[C:30]([N:34]4[C:46](=[O:47])[C:45]5[S:44][C:43]6[CH2:42][CH2:41][CH2:40][CH2:39][C:38]=6[C:37]=5[CH:36]=[N:35]4)[C:29]=3[CH2:48][OH:49])[CH:21]=2)=[N:17][CH:18]=1. The yield is 0.220. (2) The reactants are B1([O-])OO1.[OH2:5].[OH2:6].O.O.[Na+].[CH3:10][S:11][C:12]1[CH:17]=[CH:16][CH:15]=[C:14]([N+:18]([O-])=O)[C:13]=1[OH:21].Cl.C(=O)(O)[O-].[Na+]. The catalyst is C(O)(=O)C.[Zn]. The product is [NH2:18][C:14]1[CH:15]=[CH:16][CH:17]=[C:12]([S:11]([CH3:10])(=[O:6])=[O:5])[C:13]=1[OH:21]. The yield is 0.210. (3) The reactants are [C:1]([O:5][C:6](=[O:13])[NH:7][C@@H:8]([CH2:11][OH:12])[CH:9]=[CH2:10])([CH3:4])([CH3:3])[CH3:2].[C@@H]1(N[C:21]([C:23]2C3C(=CC=CC=3)C=[CH:25][C:24]=2P(C2C=CC=CC=2)C2C=CC=CC=2)=[O:22])CCCC[C@H]1N[C:21]([C:23]1C2C(=CC=CC=2)C=[CH:25][C:24]=1P(C1C=CC=CC=1)C1C=CC=CC=1)=[O:22].C(B(CC)CC)C.C1COCC1.C(C1CO1)=C. The catalyst is CN(C)C1C=CN=CC=1.ClCCl.C([O-])(O)=O.[Na+].C1C=CC(/C=C/C(/C=C/C2C=CC=CC=2)=O)=CC=1.C1C=CC(/C=C/C(/C=C/C2C=CC=CC=2)=O)=CC=1.C1C=CC(/C=C/C(/C=C/C2C=CC=CC=2)=O)=CC=1.[Pd].[Pd]. The product is [C:1]([O:5][C:6](=[O:13])[NH:7][C@@H:8]([CH2:11][O:12][CH:23]([CH2:21][OH:22])[CH:24]=[CH2:25])[CH:9]=[CH2:10])([CH3:4])([CH3:2])[CH3:3]. The yield is 0.490.